This data is from Reaction yield outcomes from USPTO patents with 853,638 reactions. The task is: Predict the reaction yield, written as a fraction of the theoretical maximum amount of product (1.0 means a 100% yield; for example, 0.34 means a 34% yield). (1) The reactants are [NH2:1][C:2]1[S:3][CH:4]=[CH:5][C:6]=1[C:7]([C:9]1[CH:18]=[CH:17][C:12]([C:13]([O:15][CH3:16])=[O:14])=[CH:11][CH:10]=1)=[O:8].[I-].[Na+].C(=O)=O.[NH3:24].[CH3:25][C:26](C)=[O:27]. The catalyst is O1CCCC1. The product is [NH2:24][CH2:25][C:26]([NH:1][C:2]1[S:3][CH:4]=[CH:5][C:6]=1[C:7]([C:9]1[CH:18]=[CH:17][C:12]([C:13]([O:15][CH3:16])=[O:14])=[CH:11][CH:10]=1)=[O:8])=[O:27]. The yield is 0.280. (2) The reactants are [CH3:1][O:2][C:3]1[CH:12]=[C:11]2[C:6]([CH:7]=[CH:8][C:9]([C:13]#N)=[CH:10]2)=[CH:5][CH:4]=1.[OH-:15].[K+].Cl.[OH2:18]. The catalyst is C(O)C. The product is [CH3:1][O:2][C:3]1[CH:12]=[C:11]2[C:6]([CH:7]=[CH:8][C:9]([C:13]([OH:18])=[O:15])=[CH:10]2)=[CH:5][CH:4]=1. The yield is 0.980. (3) The reactants are [CH3:1][CH:2]([NH:4][C:5]([C:7]1[S:11][C:10]([C:12]([O:14]C)=O)=[CH:9][CH:8]=1)=[O:6])[CH3:3].O.[NH2:17][NH2:18]. The catalyst is C(O)C. The product is [CH3:1][CH:2]([NH:4][C:5]([C:7]1[S:11][C:10]([C:12]([NH:17][NH2:18])=[O:14])=[CH:9][CH:8]=1)=[O:6])[CH3:3]. The yield is 0.450. (4) The reactants are [CH2:1]([NH:4][C@@H:5]([C:13]1[CH:18]=[CH:17][CH:16]=[CH:15][CH:14]=1)[C:6]([N:8]1[CH2:12][CH2:11][CH2:10][CH2:9]1)=O)[CH:2]=[CH2:3].[H-].[Al+3].[Li+].[H-].[H-].[H-]. The catalyst is O1CCCC1. The product is [CH2:1]([NH:4][C@@H:5]([C:13]1[CH:18]=[CH:17][CH:16]=[CH:15][CH:14]=1)[CH2:6][N:8]1[CH2:12][CH2:11][CH2:10][CH2:9]1)[CH:2]=[CH2:3]. The yield is 0.866. (5) The reactants are [H-].[Na+].[F:3][C:4]([F:21])([F:20])[C:5]([NH:7][CH2:8][CH2:9][C:10]1[CH:15]=[CH:14][CH:13]=[C:12]([C:16]([F:19])([F:18])[F:17])[CH:11]=1)=[O:6].Br[CH2:23][C:24]1[CH:29]=[CH:28][C:27]([C:30]2([C:33]#[N:34])[CH2:32][CH2:31]2)=[CH:26][CH:25]=1.O. The catalyst is CN(C=O)C. The product is [C:33]([C:30]1([C:27]2[CH:26]=[CH:25][C:24]([CH2:23][N:7]([CH2:8][CH2:9][C:10]3[CH:15]=[CH:14][CH:13]=[C:12]([C:16]([F:19])([F:18])[F:17])[CH:11]=3)[C:5](=[O:6])[C:4]([F:20])([F:21])[F:3])=[CH:29][CH:28]=2)[CH2:31][CH2:32]1)#[N:34]. The yield is 0.720. (6) The reactants are [Br-].[C:2]([CH2:5][CH2:6][P+](C1C=CC=CC=1)(C1C=CC=CC=1)C1C=CC=CC=1)([OH:4])=[O:3].[CH3:26][O:27][C:28]1[CH:35]=[CH:34][C:31]([CH:32]=O)=[CH:30][CH:29]=1. The catalyst is CS(C)=O.O1CCCC1. The product is [CH3:26][O:27][C:28]1[CH:35]=[CH:34][C:31](/[CH:32]=[CH:6]/[CH2:5][C:2]([OH:4])=[O:3])=[CH:30][CH:29]=1. The yield is 0.550. (7) The reactants are [C:1]([N:8]1[CH:12]=[CH:11]N=C1)([N:3]1[CH:7]=[CH:6]N=[CH:4]1)=[O:2].[Cl:13][C:14]1[CH:21]=[CH:20]C(CN)=[C:16]([S:22]([CH3:25])(=[O:24])=[O:23])[CH:15]=1.C(N(C(C)C)CC)(C)C.Cl.[Cl:36][C:37]1[CH:38]=[C:39]([CH:47]=[CH:48][C:49]=1[Cl:50])[O:40][CH:41]1[CH2:46]CNCC1. The catalyst is ClCCl.CO. The product is [Cl:13][C:14]1[CH:21]=[CH:20][C:11]([CH2:12][NH:8][C:1]([N:3]2[CH2:4][CH2:46][CH:41]([O:40][C:39]3[CH:47]=[CH:48][C:49]([Cl:50])=[C:37]([Cl:36])[CH:38]=3)[CH2:6][CH2:7]2)=[O:2])=[C:16]([S:22]([CH3:25])(=[O:24])=[O:23])[CH:15]=1. The yield is 0.0850. (8) The reactants are [C:1]([N:4]1[C:13]2[C:8](=[CH:9][C:10](Br)=[CH:11][CH:12]=2)[C@H:7]([NH:15][C:16](=[O:21])[O:17][CH:18]([CH3:20])[CH3:19])[CH2:6][C@@H:5]1[CH3:22])(=[O:3])[CH3:2].CC1(C)C(C)(C)OB([C:31]2[CH:32]=[CH:33][C:34]([NH2:37])=[N:35][CH:36]=2)O1.C1(C)C=CC=CC=1.C([O-])([O-])=O.[K+].[K+]. The catalyst is C(O)C.C1C=CC([P]([Pd]([P](C2C=CC=CC=2)(C2C=CC=CC=2)C2C=CC=CC=2)([P](C2C=CC=CC=2)(C2C=CC=CC=2)C2C=CC=CC=2)[P](C2C=CC=CC=2)(C2C=CC=CC=2)C2C=CC=CC=2)(C2C=CC=CC=2)C2C=CC=CC=2)=CC=1. The product is [C:1]([N:4]1[C:13]2[C:8](=[CH:9][C:10]([C:31]3[CH:36]=[N:35][C:34]([NH2:37])=[CH:33][CH:32]=3)=[CH:11][CH:12]=2)[C@H:7]([NH:15][C:16](=[O:21])[O:17][CH:18]([CH3:20])[CH3:19])[CH2:6][C@@H:5]1[CH3:22])(=[O:3])[CH3:2]. The yield is 0.696. (9) The reactants are [C:1]([O:5][C:6]([N:8]([CH3:59])[C@@H:9]([CH3:58])[C:10]([NH:12][C@H:13]([C:33](=[O:57])[N:34]1[C@H:43]([C:44](=[O:56])[NH:45][C@H:46]2[C:55]3[C:50](=[CH:51][CH:52]=[CH:53][CH:54]=3)[CH2:49][CH2:48][CH2:47]2)[CH2:42][C:41]2[C:36](=[CH:37][CH:38]=[CH:39][CH:40]=2)[CH2:35]1)[CH2:14][C:15]1[CH:32]=[CH:31][C:18]([O:19][CH2:20][C:21]2[CH:30]=[CH:29][C:24]([C:25]([O:27]C)=[O:26])=[CH:23][CH:22]=2)=[CH:17][CH:16]=1)=[O:11])=[O:7])([CH3:4])([CH3:3])[CH3:2].[OH-].[Na+].CCOC(C)=O.Cl. The catalyst is C1COCC1.CO. The product is [C:1]([O:5][C:6]([N:8]([CH3:59])[C@@H:9]([CH3:58])[C:10]([NH:12][C@H:13]([C:33](=[O:57])[N:34]1[C@H:43]([C:44](=[O:56])[NH:45][C@H:46]2[C:55]3[C:50](=[CH:51][CH:52]=[CH:53][CH:54]=3)[CH2:49][CH2:48][CH2:47]2)[CH2:42][C:41]2[C:36](=[CH:37][CH:38]=[CH:39][CH:40]=2)[CH2:35]1)[CH2:14][C:15]1[CH:16]=[CH:17][C:18]([O:19][CH2:20][C:21]2[CH:30]=[CH:29][C:24]([C:25]([OH:27])=[O:26])=[CH:23][CH:22]=2)=[CH:31][CH:32]=1)=[O:11])=[O:7])([CH3:3])([CH3:4])[CH3:2]. The yield is 1.00.